Task: Predict the product of the given reaction.. Dataset: Forward reaction prediction with 1.9M reactions from USPTO patents (1976-2016) (1) Given the reactants [F:1][C:2]1[CH:7]=[CH:6][CH:5]=[CH:4][C:3]=1[C@@:8]1([NH:19][C:20]([NH:22][C:23](=[O:30])[C:24]2[CH:29]=[CH:28][CH:27]=[CH:26][CH:25]=2)=[S:21])[C@H:12]([CH2:13]O)[C@@H:11]([C:15]([F:18])([F:17])[F:16])[O:10][CH2:9]1.FC(F)(F)S(OS(C(F)(F)F)(=O)=O)(=O)=O, predict the reaction product. The product is: [F:1][C:2]1[CH:7]=[CH:6][CH:5]=[CH:4][C:3]=1[C@:8]12[CH2:9][O:10][C@H:11]([C:15]([F:16])([F:17])[F:18])[C@H:12]1[CH2:13][S:21][C:20]([NH:22][C:23](=[O:30])[C:24]1[CH:29]=[CH:28][CH:27]=[CH:26][CH:25]=1)=[N:19]2. (2) The product is: [F:47][C:44]([F:45])([F:46])[C:43]1[C:38]([CH2:37][N:7]2[C:15]3[C:10](=[CH:11][CH:12]=[CH:13][CH:14]=3)[C:9]3([C:27]4[C:18](=[CH:19][C:20]5[O:25][CH2:24][CH2:23][O:22][C:21]=5[CH:26]=4)[O:17][CH2:16]3)[C:8]2=[O:28])=[N:39][CH:40]=[CH:41][CH:42]=1. Given the reactants O1CCOCC1.[NH:7]1[C:15]2[C:10](=[CH:11][CH:12]=[CH:13][CH:14]=2)[C:9]2([C:27]3[C:18](=[CH:19][C:20]4[O:25][CH2:24][CH2:23][O:22][C:21]=4[CH:26]=3)[O:17][CH2:16]2)[C:8]1=[O:28].C(=O)([O-])[O-].[Cs+].[Cs+].Cl.Cl[CH2:37][C:38]1[C:43]([C:44]([F:47])([F:46])[F:45])=[CH:42][CH:41]=[CH:40][N:39]=1, predict the reaction product.